Task: Predict the product of the given reaction.. Dataset: Forward reaction prediction with 1.9M reactions from USPTO patents (1976-2016) (1) The product is: [Cl:1][C:2]1[N:3]=[CH:4][N:5]([C:7]2[C:8]([O:14][CH3:15])=[CH:9][C:10]([N:13]=[C:16]=[S:17])=[CH:11][N:12]=2)[CH:6]=1. Given the reactants [Cl:1][C:2]1[N:3]=[CH:4][N:5]([C:7]2[N:12]=[CH:11][C:10]([NH2:13])=[CH:9][C:8]=2[O:14][CH3:15])[CH:6]=1.[C:16](N1C=CC=CC1=O)(N1C=CC=CC1=O)=[S:17], predict the reaction product. (2) Given the reactants [F:1][C:2]([F:26])([C:16]([F:25])([F:24])[C:17]([F:23])([F:22])[C:18]([F:21])([F:20])[F:19])[CH2:3][CH2:4][O:5]S(C1(C)C=CC=CC1)(=O)=O.[C:27]([O-])(=[S:29])[CH3:28].[K+].Cl, predict the reaction product. The product is: [C:27]([O:5][CH2:4][CH2:3][C:2]([F:1])([F:26])[C:16]([F:24])([F:25])[C:17]([F:22])([F:23])[C:18]([F:19])([F:20])[F:21])(=[S:29])[CH3:28]. (3) Given the reactants Cl.[Br:2][C:3]1[CH:4]=[C:5]([NH:9][NH2:10])[CH:6]=[CH:7][CH:8]=1.[C:11]([C:19]1[CH:24]=[CH:23][CH:22]=[CH:21][CH:20]=1)(=O)[C:12]1[CH:17]=[CH:16][CH:15]=[CH:14][CH:13]=1.S(=O)(=O)(O)O, predict the reaction product. The product is: [C:11](=[N:10][NH:9][C:5]1[CH:6]=[CH:7][CH:8]=[C:3]([Br:2])[CH:4]=1)([C:12]1[CH:17]=[CH:16][CH:15]=[CH:14][CH:13]=1)[C:19]1[CH:24]=[CH:23][CH:22]=[CH:21][CH:20]=1.